Predict the product of the given reaction. From a dataset of Forward reaction prediction with 1.9M reactions from USPTO patents (1976-2016). (1) Given the reactants [Cl:1][C:2]1[CH:3]=[C:4]([CH:6]=[CH:7][CH:8]=1)[NH2:5].C[Al](C)C.CCCCCCC.C[O:21][C:22]([C:24]1[C:29]([NH:30][C:31]2[CH:32]=[N:33][CH:34]=[CH:35][CH:36]=2)=[N:28][CH:27]=[CH:26][N:25]=1)=O, predict the reaction product. The product is: [Cl:1][C:2]1[CH:3]=[C:4]([NH:5][C:22]([C:24]2[C:29]([NH:30][C:31]3[CH:32]=[N:33][CH:34]=[CH:35][CH:36]=3)=[N:28][CH:27]=[CH:26][N:25]=2)=[O:21])[CH:6]=[CH:7][CH:8]=1. (2) The product is: [F:36][C:35]([F:38])([F:37])[C:33]1[CH:32]=[C:5]([CH:4]=[C:3]([C:2]([F:39])([F:1])[F:40])[CH:34]=1)[C:6]([N:8]1[CH2:13][CH2:12][N:11]([CH2:14][CH2:15][CH2:16][N:41]2[CH2:46][CH2:45][C:44]3([C:54]4[C:49](=[CH:50][CH:51]=[CH:52][CH:53]=4)[CH2:48][CH2:47]3)[CH2:43][CH2:42]2)[CH2:10][C@H:9]1[CH2:22][C:23]1[C:31]2[C:26](=[CH:27][CH:28]=[CH:29][CH:30]=2)[NH:25][CH:24]=1)=[O:7]. Given the reactants [F:1][C:2]([F:40])([F:39])[C:3]1[CH:4]=[C:5]([CH:32]=[C:33]([C:35]([F:38])([F:37])[F:36])[CH:34]=1)[C:6]([N:8]1[CH2:13][CH2:12][N:11]([CH2:14][CH2:15][CH2:16]OS(C)(=O)=O)[CH2:10][C@H:9]1[CH2:22][C:23]1[C:31]2[C:26](=[CH:27][CH:28]=[CH:29][CH:30]=2)[NH:25][CH:24]=1)=[O:7].[NH:41]1[CH2:46][CH2:45][C:44]2([C:54]3[C:49](=[CH:50][CH:51]=[CH:52][CH:53]=3)[CH2:48][CH2:47]2)[CH2:43][CH2:42]1, predict the reaction product. (3) Given the reactants C(C1N=C(N2CCC(F)(F)C2)C2C(=NN(CC)N=2)N=1)(C)(C)C.[CH:23]([O:26][C:27]1[N:28]=[C:29]([N:36]2[CH2:40][CH2:39][C@H:38]([O:41]C(=O)C(F)(F)F)[CH2:37]2)[C:30]2[N:35]=[N:34][NH:33][C:31]=2[N:32]=1)([CH3:25])[CH3:24].Br[CH2:49][C:50]1[CH:55]=[CH:54][CH:53]=[CH:52][C:51]=1[Cl:56], predict the reaction product. The product is: [Cl:56][C:51]1[CH:52]=[CH:53][CH:54]=[CH:55][C:50]=1[CH2:49][N:34]1[N:33]=[C:31]2[N:32]=[C:27]([O:26][CH:23]([CH3:24])[CH3:25])[N:28]=[C:29]([N:36]3[CH2:40][CH2:39][C@H:38]([OH:41])[CH2:37]3)[C:30]2=[N:35]1. (4) Given the reactants Br[C:2]1[CH:10]=[CH:9][C:5]([C:6]([OH:8])=[O:7])=[CH:4][C:3]=1[F:11].CC1(C)C(C)(C)OB([C:20]2[O:24][C:23]([Si](C(C)C)(C(C)C)C(C)C)=[N:22][CH:21]=2)O1.C([O-])([O-])=O.[Na+].[Na+], predict the reaction product. The product is: [F:11][C:3]1[CH:4]=[C:5]([CH:9]=[CH:10][C:2]=1[C:20]1[O:24][CH:23]=[N:22][CH:21]=1)[C:6]([OH:8])=[O:7]. (5) Given the reactants Br[C:2]1[N:7]2[CH:8]=[C:9]([CH2:11][CH2:12][C:13]3[CH:22]=[CH:21][C:20]4[C:15](=[CH:16][CH:17]=[CH:18][CH:19]=4)[N:14]=3)[N:10]=[C:6]2[C:5]([N:23]2[CH2:28][CH2:27][O:26][CH2:25][CH2:24]2)=[N:4][CH:3]=1.C([O:33][C:34]([C:36]1[CH:41]=[CH:40][C:39](B2OC(C)(C)C(C)(C)O2)=[CH:38][CH:37]=1)=[O:35])(C)(C)C, predict the reaction product. The product is: [O:26]1[CH2:27][CH2:28][N:23]([C:5]2[C:6]3[N:7]([CH:8]=[C:9]([CH2:11][CH2:12][C:13]4[CH:22]=[CH:21][C:20]5[C:15](=[CH:16][CH:17]=[CH:18][CH:19]=5)[N:14]=4)[N:10]=3)[C:2]([C:39]3[CH:40]=[CH:41][C:36]([C:34]([OH:35])=[O:33])=[CH:37][CH:38]=3)=[CH:3][N:4]=2)[CH2:24][CH2:25]1.